Dataset: Reaction yield outcomes from USPTO patents with 853,638 reactions. Task: Predict the reaction yield, written as a fraction of the theoretical maximum amount of product (1.0 means a 100% yield; for example, 0.34 means a 34% yield). (1) The reactants are CS[C:3](=[C:6]([C:9]#[N:10])[C:7]#[N:8])SC.OCC[N:14]([CH2:18][CH2:19][OH:20])[CH2:15][CH2:16][NH2:17].[CH:21]([O:24]C(C)C)(C)[CH3:22]. The catalyst is C1COCC1. The product is [OH:20][CH2:19][CH2:18][N:14]1[CH2:15][CH2:16][N:17]([CH2:22][CH2:21][OH:24])[C:3]1=[C:6]([C:9]#[N:10])[C:7]#[N:8]. The yield is 0.953. (2) The reactants are [CH2:1]([Li])CCC.[CH:6]1[C:15]2[C:10](=[CH:11][CH:12]=[CH:13][CH:14]=2)[CH:9]=[CH:8][C:7]=1[C:16]([CH2:18][CH2:19][CH2:20][CH2:21][CH2:22][CH2:23][C:24]([O:26][CH2:27][CH3:28])=[O:25])=O. The catalyst is [Br-].C[P+](C1C=CC=CC=1)(C1C=CC=CC=1)C1C=CC=CC=1.C1COCC1. The product is [CH:6]1[C:15]2[C:10](=[CH:11][CH:12]=[CH:13][CH:14]=2)[CH:9]=[CH:8][C:7]=1[C:16](=[CH2:1])[CH2:18][CH2:19][CH2:20][CH2:21][CH2:22][CH2:23][C:24]([O:26][CH2:27][CH3:28])=[O:25]. The yield is 0.520. (3) The reactants are [CH3:1][O:2][C:3]1[C:4]2[N:11]=[C:10]([N:12]=[C:13](SC)SC)[S:9][C:5]=2[N:6]=[CH:7][N:8]=1.Cl.Cl.[NH2:20][CH2:21][C@@:22]1([OH:30])[CH:27]2[CH2:28][CH2:29][N:24]([CH2:25][CH2:26]2)[CH2:23]1.C(=O)([O-])[O-].[Cs+].[Cs+].O. The catalyst is CN(C=O)C. The product is [CH3:1][O:2][C:3]1[C:4]2[N:11]=[C:10]([NH:12][C:13]3[O:30][C@:22]4([CH2:21][N:20]=3)[CH:27]3[CH2:28][CH2:29][N:24]([CH2:25][CH2:26]3)[CH2:23]4)[S:9][C:5]=2[N:6]=[CH:7][N:8]=1. The yield is 0.510. (4) The reactants are [OH:1][C:2]1[CH:3]=[C:4]([O:12][C:13]2[CH:18]=[CH:17][CH:16]=[C:15]([C:19]([F:22])([F:21])[F:20])[CH:14]=2)[CH:5]=[C:6]([CH:11]=1)[C:7](OC)=[O:8].O.[NH2:24][NH2:25]. The catalyst is C(O)C. The product is [OH:1][C:2]1[CH:3]=[C:4]([O:12][C:13]2[CH:18]=[CH:17][CH:16]=[C:15]([C:19]([F:22])([F:21])[F:20])[CH:14]=2)[CH:5]=[C:6]([C:7]([NH:24][NH2:25])=[O:8])[CH:11]=1. The yield is 0.800. (5) The reactants are [N+:1]([C:4]1[N:5]=[CH:6][NH:7][CH:8]=1)([O-:3])=[O:2].I[C:10]1[CH:15]=[CH:14][CH:13]=[C:12]([C:16]([F:19])([F:18])[F:17])[CH:11]=1.C(=O)([O-])[O-].[K+].[K+].N1CCC[C@H]1C(O)=O. The catalyst is CS(C)=O.C(OCC)(=O)C.[Cu]I. The product is [N+:1]([C:4]1[N:5]=[CH:6][N:7]([C:10]2[CH:15]=[CH:14][CH:13]=[C:12]([C:16]([F:19])([F:18])[F:17])[CH:11]=2)[CH:8]=1)([O-:3])=[O:2]. The yield is 0.280. (6) The reactants are [CH2:1]([O:8][C:9]1[CH:10]=[C:11]2[C:15](=[CH:16][CH:17]=1)[NH:14][CH2:13][CH2:12]2)[C:2]1[CH:7]=[CH:6][CH:5]=[CH:4][CH:3]=1.[C:18]([O:22][C:23](O[C:23]([O:22][C:18]([CH3:21])([CH3:20])[CH3:19])=[O:24])=[O:24])([CH3:21])([CH3:20])[CH3:19]. The catalyst is C(Cl)Cl. The product is [C:18]([O:22][C:23]([N:14]1[C:15]2[C:11](=[CH:10][C:9]([O:8][CH2:1][C:2]3[CH:3]=[CH:4][CH:5]=[CH:6][CH:7]=3)=[CH:17][CH:16]=2)[CH2:12][CH2:13]1)=[O:24])([CH3:21])([CH3:20])[CH3:19]. The yield is 0.710.